Task: Predict the product of the given reaction.. Dataset: Forward reaction prediction with 1.9M reactions from USPTO patents (1976-2016) (1) Given the reactants [C:1]([CH:3]1[CH2:8][CH2:7][N:6]([C:9]([N:11]2[CH2:16][CH:15]([C:17]3[CH:22]=[CH:21][C:20]([C:23]([F:26])([F:25])[F:24])=[CH:19][CH:18]=3)[CH2:14][CH:13]([C:27]([OH:29])=O)[CH2:12]2)=[O:10])[CH2:5][CH2:4]1)#[N:2].O[N:31]=[C:32]([NH2:34])[CH3:33], predict the reaction product. The product is: [CH3:33][C:32]1[N:34]=[C:27]([CH:13]2[CH2:14][CH:15]([C:17]3[CH:22]=[CH:21][C:20]([C:23]([F:26])([F:25])[F:24])=[CH:19][CH:18]=3)[CH2:16][N:11]([C:9]([N:6]3[CH2:7][CH2:8][CH:3]([C:1]#[N:2])[CH2:4][CH2:5]3)=[O:10])[CH2:12]2)[O:29][N:31]=1. (2) Given the reactants [C:1]([C:4]1[C:9]([NH:10][C:11]([C:13]2[CH:18]=[CH:17][CH:16]=[C:15]([CH3:19])[N:14]=2)=O)=[C:8]([CH3:20])[C:7]([O:21][CH3:22])=[CH:6][CH:5]=1)(=[O:3])[CH3:2].[OH-].[K+].O, predict the reaction product. The product is: [OH:3][C:1]1[C:4]2[C:9](=[C:8]([CH3:20])[C:7]([O:21][CH3:22])=[CH:6][CH:5]=2)[N:10]=[C:11]([C:13]2[CH:18]=[CH:17][CH:16]=[C:15]([CH3:19])[N:14]=2)[CH:2]=1. (3) Given the reactants [F:1][C:2]1[CH:3]=[CH:4][C:5]([C:28]([F:31])([F:30])[F:29])=[C:6]([C:8]2([S:15]([C:18]3[CH:23]=[CH:22][C:21]([C:24]([F:27])([F:26])[F:25])=[CH:20][CH:19]=3)(=[O:17])=[O:16])[CH2:13][CH2:12][C:11](=[O:14])[CH2:10][CH2:9]2)[CH:7]=1.[BH4-].[Na+], predict the reaction product. The product is: [F:1][C:2]1[CH:3]=[CH:4][C:5]([C:28]([F:31])([F:29])[F:30])=[C:6]([C:8]2([S:15]([C:18]3[CH:23]=[CH:22][C:21]([C:24]([F:25])([F:26])[F:27])=[CH:20][CH:19]=3)(=[O:17])=[O:16])[CH2:9][CH2:10][CH:11]([OH:14])[CH2:12][CH2:13]2)[CH:7]=1. (4) Given the reactants [CH2:1]([OH:4])[CH2:2][OH:3].[Cl:5][C:6]1[N:7]=[C:8]([N:21]2[CH2:24][C:23](=O)[CH2:22]2)[C:9]2[CH2:14][CH2:13][CH:12]([C:15]3[CH:20]=[CH:19][CH:18]=[CH:17][CH:16]=3)[C:10]=2[N:11]=1.CC1C=CC(S(O)(=O)=O)=CC=1.O, predict the reaction product. The product is: [Cl:5][C:6]1[N:7]=[C:8]([N:21]2[CH2:24][C:23]3([O:4][CH2:1][CH2:2][O:3]3)[CH2:22]2)[C:9]2[CH2:14][CH2:13][CH:12]([C:15]3[CH:20]=[CH:19][CH:18]=[CH:17][CH:16]=3)[C:10]=2[N:11]=1.